Task: Predict the reaction yield, written as a fraction of the theoretical maximum amount of product (1.0 means a 100% yield; for example, 0.34 means a 34% yield).. Dataset: Reaction yield outcomes from USPTO patents with 853,638 reactions (1) The reactants are CCN(CC)CC.[C:8]([C:10]1[CH:15]=[N:14][CH:13]=[C:12]([C:16]2[CH:21]=[CH:20][C:19]([S:22]([CH:25]([CH3:27])[CH3:26])(=[O:24])=[O:23])=[CH:18][CH:17]=2)[N:11]=1)#[CH:9].[OH:28][N:29]=[C:30](Cl)[C:31]1[CH:36]=[CH:35][CH:34]=[CH:33][CH:32]=1. The catalyst is CN(C=O)C.CCOC(C)=O.O. The product is [CH:25]([S:22]([C:19]1[CH:20]=[CH:21][C:16]([C:12]2[N:11]=[C:10]([C:8]3[O:28][N:29]=[C:30]([C:31]4[CH:36]=[CH:35][CH:34]=[CH:33][CH:32]=4)[CH:9]=3)[CH:15]=[N:14][CH:13]=2)=[CH:17][CH:18]=1)(=[O:24])=[O:23])([CH3:27])[CH3:26]. The yield is 0.330. (2) The reactants are [N:1]1[CH:6]=[CH:5][CH:4]=[C:3]([CH:7]=O)[CH:2]=1.[CH3:9][C@@H:10]1[NH:15][CH2:14][CH2:13][N:12]([C:16]2[CH:17]=[CH:18][C:19]3[N:20]([C:22]([C:25]([F:28])([F:27])[F:26])=[N:23][N:24]=3)[N:21]=2)[CH2:11]1. No catalyst specified. The product is [CH3:9][C@@H:10]1[N:15]([CH2:7][C:3]2[CH:2]=[N:1][CH:6]=[CH:5][CH:4]=2)[CH2:14][CH2:13][N:12]([C:16]2[CH:17]=[CH:18][C:19]3[N:20]([C:22]([C:25]([F:27])([F:26])[F:28])=[N:23][N:24]=3)[N:21]=2)[CH2:11]1. The yield is 0.620. (3) The reactants are C([O:3][C:4](=[O:32])[CH2:5][O:6][C:7]1[CH:12]=[C:11]([F:13])[C:10]([N:14]2[CH2:19][CH2:18][O:17][CH2:16][CH2:15]2)=[CH:9][C:8]=1[C:20](=[O:31])[NH:21][CH2:22][C:23]1[CH:28]=[CH:27][C:26]([Br:29])=[CH:25][C:24]=1[F:30])C.[OH-].[Na+]. The catalyst is C(O)C. The product is [Br:29][C:26]1[CH:27]=[CH:28][C:23]([CH2:22][NH:21][C:20]([C:8]2[CH:9]=[C:10]([N:14]3[CH2:19][CH2:18][O:17][CH2:16][CH2:15]3)[C:11]([F:13])=[CH:12][C:7]=2[O:6][CH2:5][C:4]([OH:32])=[O:3])=[O:31])=[C:24]([F:30])[CH:25]=1. The yield is 0.930. (4) The reactants are ClC([CH:4]([CH3:10])[C:5]([O:7][CH2:8][CH3:9])=[O:6])=O.[C:11]([NH2:14])(=[S:13])[CH3:12]. The catalyst is CC(C)=O. The product is [CH3:12][C:11]1[S:13][C:4]([C:5]([O:7][CH2:8][CH3:9])=[O:6])=[CH:10][N:14]=1. The yield is 0.320. (5) The reactants are C1(P(C2C=CC=CC=2)C2C=CC=CC=2)C=CC=CC=1.[Br:20]Br.[OH:22][C:23]1[CH:32]=[CH:31][C:30]2[C:25](=[CH:26][C:27](O)=[CH:28][CH:29]=2)[CH:24]=1. The catalyst is CC#N. The product is [Br:20][C:27]1[CH:26]=[C:25]2[C:30]([CH:31]=[CH:32][C:23]([OH:22])=[CH:24]2)=[CH:29][CH:28]=1. The yield is 0.430.